From a dataset of Full USPTO retrosynthesis dataset with 1.9M reactions from patents (1976-2016). Predict the reactants needed to synthesize the given product. (1) Given the product [F:1][C:2]([CH3:28])([CH3:27])[CH2:3][N:4]1[CH2:5][CH2:6][CH:7]([CH2:10][O:11][C:12]2[N:13]=[CH:14][C:15]([C:18]3[CH:19]=[CH:20][C:21]([C:22]([N:59]4[CH2:64][CH2:63][CH2:62][C@@H:61]([OH:65])[CH2:60]4)=[O:23])=[CH:25][CH:26]=3)=[N:16][CH:17]=2)[CH2:8][CH2:9]1, predict the reactants needed to synthesize it. The reactants are: [F:1][C:2]([CH3:28])([CH3:27])[CH2:3][N:4]1[CH2:9][CH2:8][CH:7]([CH2:10][O:11][C:12]2[N:13]=[CH:14][C:15]([C:18]3[CH:26]=[CH:25][C:21]([C:22](O)=[O:23])=[CH:20][CH:19]=3)=[N:16][CH:17]=2)[CH2:6][CH2:5]1.CCN=C=NCCCN(C)C.C1C=CC2N(O)N=NC=2C=1.CCN(C(C)C)C(C)C.[NH:59]1[CH2:64][CH2:63][CH2:62][C@@H:61]([OH:65])[CH2:60]1. (2) Given the product [CH3:40][C:35]1[C:34]([C:32]2[C:31]([CH3:41])=[C:30]([NH:42][CH:43]3[CH2:44][CH2:45][O:46][CH2:47][CH2:48]3)[N:29]=[C:28]([C:24]3[CH:23]=[C:22]([CH:27]=[CH:26][CH:25]=3)[O:21][CH2:20][CH:9]([OH:8])[CH2:10][NH:11][CH3:12])[N:33]=2)=[C:38]([CH3:39])[S:37][N:36]=1.[CH:12]([OH:18])=[O:13], predict the reactants needed to synthesize it. The reactants are: [Si]([O:8][CH:9]([CH2:20][O:21][C:22]1[CH:27]=[CH:26][CH:25]=[C:24]([C:28]2[N:33]=[C:32]([C:34]3[C:35]([CH3:40])=[N:36][S:37][C:38]=3[CH3:39])[C:31]([CH3:41])=[C:30]([NH:42][CH:43]3[CH2:48][CH2:47][O:46][CH2:45][CH2:44]3)[N:29]=2)[CH:23]=1)[CH2:10][N:11](C)[C:12](=[O:18])[O:13]C(C)(C)C)(C(C)(C)C)(C)C. (3) Given the product [CH3:12][C:8]1([CH3:11])[C:9](=[O:10])[N:5]([CH:3]2[CH2:2][N:1]([C:17]([C:16]3[CH:20]=[C:21]([CH:22]=[CH:23][C:15]=3[F:14])[CH:24]=[O:25])=[O:18])[CH2:4]2)[C:6](=[O:13])[NH:7]1, predict the reactants needed to synthesize it. The reactants are: [NH:1]1[CH2:4][CH:3]([N:5]2[C:9](=[O:10])[C:8]([CH3:12])([CH3:11])[NH:7][C:6]2=[O:13])[CH2:2]1.[F:14][C:15]1[CH:23]=[CH:22][C:21]([CH:24]=[O:25])=[CH:20][C:16]=1[C:17](O)=[O:18].F[P-](F)(F)(F)(F)F.N1(OC(N(C)C)=[N+](C)C)C2C=CC=CC=2N=N1.C(N(CC)C(C)C)(C)C. (4) Given the product [CH3:8][O:9][CH:10]([O:13][CH3:14])[CH2:11][NH:7][CH:1]1[CH2:6][CH2:5][CH2:4][CH2:3][CH2:2]1, predict the reactants needed to synthesize it. The reactants are: [CH:1]1([NH2:7])[CH2:6][CH2:5][CH2:4][CH2:3][CH2:2]1.[CH3:8][O:9][CH:10]([O:13][CH3:14])[CH:11]=O. (5) Given the product [OH:27][CH2:26][CH2:25][CH2:24][N:22]([CH3:23])[C:3]1[C:2]([C:32]2[CH:33]=[N:34][C:29]([CH3:28])=[CH:30][CH:31]=2)=[CH:21][C:6]([C:7]([NH:9][C:10]2[CH:15]=[CH:14][C:13]([O:16][C:17]([F:20])([F:19])[F:18])=[CH:12][CH:11]=2)=[O:8])=[CH:5][N:4]=1, predict the reactants needed to synthesize it. The reactants are: Br[C:2]1[C:3]([N:22]([CH2:24][CH2:25][CH2:26][OH:27])[CH3:23])=[N:4][CH:5]=[C:6]([CH:21]=1)[C:7]([NH:9][C:10]1[CH:15]=[CH:14][C:13]([O:16][C:17]([F:20])([F:19])[F:18])=[CH:12][CH:11]=1)=[O:8].[CH3:28][C:29]1[N:34]=[CH:33][C:32](B(O)O)=[CH:31][CH:30]=1.C([O-])([O-])=O.[Na+].[Na+].CCO. (6) The reactants are: [CH3:1][O:2][CH2:3][CH2:4][NH:5][C:6]1[N:11]=[CH:10][C:9]([CH:12]([CH3:16])[C:13]([OH:15])=O)=[CH:8][CH:7]=1.CCN=C=NCCCN(C)C.Cl.C1C=CC2N(O)N=NC=2C=1.CCN(C(C)C)C(C)C.[Cl:48][C:49]1[CH:50]=[C:51]([N:55]2[C:59]([CH2:60][NH2:61])=[CH:58][C:57]([C:62]([F:65])([F:64])[F:63])=[N:56]2)[CH:52]=[CH:53][CH:54]=1. Given the product [Cl:48][C:49]1[CH:50]=[C:51]([N:55]2[C:59]([CH2:60][NH:61][C:13](=[O:15])[CH:12]([C:9]3[CH:10]=[N:11][C:6]([NH:5][CH2:4][CH2:3][O:2][CH3:1])=[CH:7][CH:8]=3)[CH3:16])=[CH:58][C:57]([C:62]([F:63])([F:64])[F:65])=[N:56]2)[CH:52]=[CH:53][CH:54]=1, predict the reactants needed to synthesize it. (7) Given the product [F:20][C:17]([F:18])([F:19])[C:14]1[CH:15]=[CH:16][C:11]([NH:10][C:9]2[CH:8]=[CH:7][N:6]=[C:5]([NH2:21])[C:4]=2[NH2:1])=[N:12][CH:13]=1, predict the reactants needed to synthesize it. The reactants are: [N+:1]([C:4]1[C:5]([NH2:21])=[N:6][CH:7]=[CH:8][C:9]=1[NH:10][C:11]1[CH:16]=[CH:15][C:14]([C:17]([F:20])([F:19])[F:18])=[CH:13][N:12]=1)([O-])=O.